This data is from Full USPTO retrosynthesis dataset with 1.9M reactions from patents (1976-2016). The task is: Predict the reactants needed to synthesize the given product. Given the product [C:12]([OH:31])(=[O:30])[CH2:13][CH2:14][CH2:15][CH2:16][CH2:17][CH2:18][CH2:19][CH2:20][CH2:21][CH2:22][CH2:23][CH2:24][CH2:25][CH2:26][CH:27]([CH3:28])[CH3:29].[OH:4][CH2:5][CH:6]([CH2:7][OH:8])[OH:9].[OH:4][CH2:5][CH:6]([CH2:7][OH:8])[OH:9], predict the reactants needed to synthesize it. The reactants are: C(O)C(O)C[O:4][CH2:5][CH:6]([OH:9])[CH2:7][OH:8].[C:12]([OH:31])(=[O:30])[CH2:13][CH2:14][CH2:15][CH2:16][CH2:17][CH2:18][CH2:19][CH2:20][CH2:21][CH2:22][CH2:23][CH2:24][CH2:25][CH2:26][CH:27]([CH3:29])[CH3:28].